Dataset: Full USPTO retrosynthesis dataset with 1.9M reactions from patents (1976-2016). Task: Predict the reactants needed to synthesize the given product. (1) Given the product [CH3:24][S:22][C:20]1[N:18]=[N:19][C:4]([C:6]2[CH:11]=[CH:10][CH:9]=[CH:8][CH:7]=2)=[C:3]([C:12]2[CH:13]=[N:14][CH:15]=[CH:16][CH:17]=2)[N:2]=1, predict the reactants needed to synthesize it. The reactants are: O[N:2]=[C:3]([C:12]1[CH:13]=[N:14][CH:15]=[CH:16][CH:17]=1)[C:4]([C:6]1[CH:11]=[CH:10][CH:9]=[CH:8][CH:7]=1)=O.[NH:18]([C:20](=[S:22])N)[NH2:19].Cl.[C:24]([O-])(O)=O.[Na+].C(=O)([O-])[O-].[K+].[K+].IC. (2) Given the product [NH2:8][C:6]1[N:7]=[C:2]([NH:20][NH:19][C:17]([C:13]2[O:12][CH:16]=[CH:15][CH:14]=2)=[O:18])[C:3]2[CH:11]=[CH:10][NH:9][C:4]=2[N:5]=1, predict the reactants needed to synthesize it. The reactants are: Cl[C:2]1[C:3]2[CH:11]=[CH:10][NH:9][C:4]=2[N:5]=[C:6]([NH2:8])[N:7]=1.[O:12]1[CH:16]=[CH:15][CH:14]=[C:13]1[C:17]([NH:19][NH2:20])=[O:18]. (3) Given the product [NH:1]1[C:9]2[C:4](=[CH:5][CH:6]=[CH:7][CH:8]=2)[CH:3]=[C:2]1[C:10]([N:12]1[CH2:17][CH2:16][CH:15]([C:18]([OH:20])=[O:19])[CH2:14][CH2:13]1)=[O:11], predict the reactants needed to synthesize it. The reactants are: [NH:1]1[C:9]2[C:4](=[CH:5][CH:6]=[CH:7][CH:8]=2)[CH:3]=[C:2]1[C:10]([N:12]1[CH2:17][CH2:16][CH:15]([C:18]([O:20]CC)=[O:19])[CH2:14][CH2:13]1)=[O:11].[OH-].[Li+]. (4) Given the product [F:27][C:28]1[CH:33]=[C:32]([F:34])[CH:31]=[CH:30][C:29]=1[C:35]1[N:38]=[C:24]([CH:11]2[CH2:10][CH:9]([C:6]3[CH:7]=[CH:8][C:3]([CH2:1][CH3:2])=[CH:4][CH:5]=3)[CH2:14][N:13]([C:15]([N:17]3[CH2:18][CH2:19][CH:20]([OH:23])[CH2:21][CH2:22]3)=[O:16])[CH2:12]2)[O:25][N:36]=1, predict the reactants needed to synthesize it. The reactants are: [CH2:1]([C:3]1[CH:8]=[CH:7][C:6]([CH:9]2[CH2:14][N:13]([C:15]([N:17]3[CH2:22][CH2:21][CH:20]([OH:23])[CH2:19][CH2:18]3)=[O:16])[CH2:12][CH:11]([C:24](O)=[O:25])[CH2:10]2)=[CH:5][CH:4]=1)[CH3:2].[F:27][C:28]1[CH:33]=[C:32]([F:34])[CH:31]=[CH:30][C:29]=1[C:35](=[NH:38])[NH:36]O.